This data is from Forward reaction prediction with 1.9M reactions from USPTO patents (1976-2016). The task is: Predict the product of the given reaction. (1) Given the reactants [CH3:1][C:2]1[CH:11]=[CH:10][C:9]2[C:4](=[C:5]([O:12][CH2:13][C@@H:14]([OH:16])[CH3:15])[CH:6]=[CH:7][CH:8]=2)[N:3]=1.[Se](=O)=[O:18], predict the reaction product. The product is: [OH:16][C@@H:14]([CH3:15])[CH2:13][O:12][C:5]1[CH:6]=[CH:7][CH:8]=[C:9]2[C:4]=1[N:3]=[C:2]([CH:1]=[O:18])[CH:11]=[CH:10]2. (2) Given the reactants [CH2:1]([O:5][C:6]1[CH:11]=[CH:10][C:9]([S:12][C:13]2[CH:18]=[CH:17][C:16]([O:19][CH2:20][CH2:21][CH2:22][CH3:23])=[CH:15][CH:14]=2)=[CH:8][CH:7]=1)[CH2:2][CH2:3][CH3:4].OO.O.O.O.O.O.S([O-])([O-])(=[O:33])=S.[Na+].[Na+].O, predict the reaction product. The product is: [CH2:20]([O:19][C:16]1[CH:15]=[CH:14][C:13]([S:12]([C:9]2[CH:10]=[CH:11][C:6]([O:5][CH2:1][CH2:2][CH2:3][CH3:4])=[CH:7][CH:8]=2)=[O:33])=[CH:18][CH:17]=1)[CH2:21][CH2:22][CH3:23]. (3) Given the reactants C(OC(=O)[NH:5][CH:6]([C:78]1[CH:83]=[CH:82][C:81]([O:84][CH3:85])=[CH:80][CH:79]=1)[C:7]1[CH:12]=[CH:11][C:10]([O:13][CH2:14][CH:15]2[CH2:20][CH:19]([O:21][CH2:22][CH2:23][CH2:24][CH2:25][CH2:26][CH2:27][CH2:28][CH2:29][CH2:30][CH2:31][CH2:32][CH2:33][CH2:34][CH2:35][CH2:36][CH2:37][CH2:38][CH3:39])[CH:18]([O:40][CH2:41][CH2:42][CH2:43][CH2:44][CH2:45][CH2:46][CH2:47][CH2:48][CH2:49][CH2:50][CH2:51][CH2:52][CH2:53][CH2:54][CH2:55][CH2:56][CH2:57][CH3:58])[CH:17]([O:59][CH2:60][CH2:61][CH2:62][CH2:63][CH2:64][CH2:65][CH2:66][CH2:67][CH2:68][CH2:69][CH2:70][CH2:71][CH2:72][CH2:73][CH2:74][CH2:75][CH2:76][CH3:77])[CH2:16]2)=[CH:9][CH:8]=1)C.C(O)C.[OH-].[Na+], predict the reaction product. The product is: [CH3:85][O:84][C:81]1[CH:82]=[CH:83][C:78]([CH:6]([NH2:5])[C:7]2[CH:8]=[CH:9][C:10]([O:13][CH2:14][CH:15]3[CH2:16][CH:17]([O:59][CH2:60][CH2:61][CH2:62][CH2:63][CH2:64][CH2:65][CH2:66][CH2:67][CH2:68][CH2:69][CH2:70][CH2:71][CH2:72][CH2:73][CH2:74][CH2:75][CH2:76][CH3:77])[CH:18]([O:40][CH2:41][CH2:42][CH2:43][CH2:44][CH2:45][CH2:46][CH2:47][CH2:48][CH2:49][CH2:50][CH2:51][CH2:52][CH2:53][CH2:54][CH2:55][CH2:56][CH2:57][CH3:58])[CH:19]([O:21][CH2:22][CH2:23][CH2:24][CH2:25][CH2:26][CH2:27][CH2:28][CH2:29][CH2:30][CH2:31][CH2:32][CH2:33][CH2:34][CH2:35][CH2:36][CH2:37][CH2:38][CH3:39])[CH2:20]3)=[CH:11][CH:12]=2)=[CH:79][CH:80]=1. (4) Given the reactants [Br:1][C:2]1[CH:7]=[C:6]([CH3:8])[C:5]([OH:9])=[C:4]([CH3:10])[CH:3]=1.[OH:11][C:12]([CH3:27])([CH3:26])[CH2:13][CH2:14]OS(C1C=CC(C)=CC=1)(=O)=O.C(=O)([O-])[O-].[K+].[K+].O, predict the reaction product. The product is: [Br:1][C:2]1[CH:7]=[C:6]([CH3:8])[C:5]([O:9][CH2:14][CH2:13][C:12]([CH3:27])([OH:11])[CH3:26])=[C:4]([CH3:10])[CH:3]=1. (5) Given the reactants [C:1]([CH2:3][CH2:4][N:5]1[C:9]([C:10]2[CH:11]=[CH:12][C:13]([O:32][C:33]3[CH:38]=[C:37]([CH3:39])[CH:36]=[C:35]([CH3:40])[CH:34]=3)=[C:14]([S:16]([N:19]3[CH2:24][CH2:23][N:22](C(OC(C)(C)C)=O)[CH2:21][CH2:20]3)(=[O:18])=[O:17])[CH:15]=2)=[N:8][N:7]=[N:6]1)#[N:2].[ClH:41], predict the reaction product. The product is: [ClH:41].[CH3:39][C:37]1[CH:38]=[C:33]([CH:34]=[C:35]([CH3:40])[CH:36]=1)[O:32][C:13]1[CH:12]=[CH:11][C:10]([C:9]2[N:5]([CH2:4][CH2:3][C:1]#[N:2])[N:6]=[N:7][N:8]=2)=[CH:15][C:14]=1[S:16]([N:19]1[CH2:24][CH2:23][NH:22][CH2:21][CH2:20]1)(=[O:18])=[O:17]. (6) Given the reactants [NH2:1][C:2]1[N:7]=[C:6](Br)[CH:5]=[CH:4][CH:3]=1.C(=O)([O-])[O-].[Na+].[Na+].O.[Cl:16][C:17]1[CH:41]=[CH:40][C:39](B2OC(C)(C)C(C)(C)O2)=[CH:38][C:18]=1[C:19]([NH:21][C:22]1[N:26]([C:27]2[CH:32]=[CH:31][CH:30]=[CH:29][CH:28]=2)[N:25]=[C:24]([C:33]([O:35][CH2:36][CH3:37])=[O:34])[CH:23]=1)=[O:20], predict the reaction product. The product is: [NH2:1][C:2]1[N:7]=[C:6]([C:39]2[CH:40]=[CH:41][C:17]([Cl:16])=[C:18]([CH:38]=2)[C:19]([NH:21][C:22]2[N:26]([C:27]3[CH:32]=[CH:31][CH:30]=[CH:29][CH:28]=3)[N:25]=[C:24]([C:33]([O:35][CH2:36][CH3:37])=[O:34])[CH:23]=2)=[O:20])[CH:5]=[CH:4][CH:3]=1. (7) Given the reactants [C:1]1([S:7]([O:10][C:11]2[CH:22]=[CH:21][C:14]3[S:15][CH:16]=[C:17]([C:18](O)=[O:19])[C:13]=3[CH:12]=2)(=[O:9])=[O:8])[CH:6]=[CH:5][CH:4]=[CH:3][CH:2]=1.S(Cl)([Cl:25])=O, predict the reaction product. The product is: [C:1]1([S:7]([O:10][C:11]2[CH:22]=[CH:21][C:14]3[S:15][CH:16]=[C:17]([C:18]([Cl:25])=[O:19])[C:13]=3[CH:12]=2)(=[O:9])=[O:8])[CH:6]=[CH:5][CH:4]=[CH:3][CH:2]=1. (8) Given the reactants [Br:1][C:2]1[CH:3]=[C:4]([O:8][C:9]2[CH:10]=[CH:11][C:12]([N+:24]([O-])=O)=[C:13]([CH2:15][NH:16][C:17](=[O:23])[O:18][C:19]([CH3:22])([CH3:21])[CH3:20])[CH:14]=2)[CH:5]=[N:6][CH:7]=1.[Cl-].[NH4+].C(O)C, predict the reaction product. The product is: [NH2:24][C:12]1[CH:11]=[CH:10][C:9]([O:8][C:4]2[CH:5]=[N:6][CH:7]=[C:2]([Br:1])[CH:3]=2)=[CH:14][C:13]=1[CH2:15][NH:16][C:17](=[O:23])[O:18][C:19]([CH3:21])([CH3:20])[CH3:22]. (9) Given the reactants FC1C=C2C(=CC=1F)N([S:12]([C:15]1[CH:20]=[CH:19][CH:18]=[CH:17][CH:16]=1)(=[O:14])=[O:13])C=C2I.[I:22][C:23]1[C:31]2[C:26](=[CH:27][C:28]([C:32]([F:35])([F:34])[F:33])=[CH:29][CH:30]=2)[NH:25][CH:24]=1, predict the reaction product. The product is: [I:22][C:23]1[C:31]2[C:26](=[CH:27][C:28]([C:32]([F:33])([F:35])[F:34])=[CH:29][CH:30]=2)[N:25]([S:12]([C:15]2[CH:20]=[CH:19][CH:18]=[CH:17][CH:16]=2)(=[O:14])=[O:13])[CH:24]=1. (10) Given the reactants Cl.Cl.C(O[C:6]([C:8]1[CH:9]=[C:10]2[C:14](=[CH:15][CH:16]=1)[NH:13][N:12]=[C:11]2[C:17]1[CH:26]=[CH:25][C:24]2[C:19](=[CH:20][CH:21]=[C:22]([O:27][CH2:28][CH2:29][N:30]3[CH:34]([CH3:35])[CH2:33][CH2:32][CH:31]3[CH3:36])[CH:23]=2)[CH:18]=1)=[NH:7])C.[CH3:37][CH:38]([CH3:44])[CH2:39][C:40]([NH:42][NH2:43])=O.C(N(CC)CC)C, predict the reaction product. The product is: [CH3:35][CH:34]1[CH2:33][CH2:32][CH:31]([CH3:36])[N:30]1[CH2:29][CH2:28][O:27][C:22]1[CH:23]=[C:24]2[C:19](=[CH:20][CH:21]=1)[CH:18]=[C:17]([C:11]1[C:10]3[C:14](=[CH:15][CH:16]=[C:8]([C:6]4[NH:43][N:42]=[C:40]([CH2:39][CH:38]([CH3:44])[CH3:37])[N:7]=4)[CH:9]=3)[NH:13][N:12]=1)[CH:26]=[CH:25]2.